Task: Predict the reaction yield, written as a fraction of the theoretical maximum amount of product (1.0 means a 100% yield; for example, 0.34 means a 34% yield).. Dataset: Reaction yield outcomes from USPTO patents with 853,638 reactions (1) The reactants are [CH3:1][O:2][C:3]([C:5]1[C:10](C(O)=O)=[CH:9][CH:8]=[C:7]([CH3:14])[N:6]=1)=[O:4].C[N:16]1[CH2:21]COCC1.C1(P(N=[N+]=[N-])(C2C=CC=CC=2)=[O:29])C=CC=CC=1.[C:39]([OH:43])([CH3:42])([CH3:41])[CH3:40]. The catalyst is C(Cl)Cl.[Cu]Cl. The product is [CH3:1][O:2][C:3]([C:5]1[C:10]([NH:16][C:21]([O:43][C:39]([CH3:42])([CH3:41])[CH3:40])=[O:29])=[CH:9][CH:8]=[C:7]([CH3:14])[N:6]=1)=[O:4]. The yield is 0.750. (2) The reactants are [Br:1][C:2]1[N:7]=[C:6]([NH2:8])[C:5]([NH2:9])=[CH:4][CH:3]=1.[CH2:10](OC(OCC)OCC)C. The catalyst is C(O)=O. The product is [Br:1][C:2]1[N:7]=[C:6]2[NH:8][CH:10]=[N:9][C:5]2=[CH:4][CH:3]=1. The yield is 0.180.